Predict the reactants needed to synthesize the given product. From a dataset of Full USPTO retrosynthesis dataset with 1.9M reactions from patents (1976-2016). Given the product [CH:1]1([O:6][C:7]2[CH:8]=[C:9]([CH:12]=[CH:13][C:14]=2[O:15][CH3:16])[CH2:10][N:31]2[CH2:32][CH2:33][CH:28]([C:24]3[CH:23]=[C:22]([NH:21][C:19](=[O:20])[CH:18]([CH3:17])[CH3:34])[CH:27]=[CH:26][CH:25]=3)[CH2:29][CH2:30]2)[CH2:5][CH2:4][CH2:3][CH2:2]1, predict the reactants needed to synthesize it. The reactants are: [CH:1]1([O:6][C:7]2[CH:8]=[C:9]([CH:12]=[CH:13][C:14]=2[O:15][CH3:16])[CH:10]=O)[CH2:5][CH2:4][CH2:3][CH2:2]1.[CH3:17][CH:18]([CH3:34])[C:19]([NH:21][C:22]1[CH:27]=[CH:26][CH:25]=[C:24]([CH:28]2[CH2:33][CH2:32][NH:31][CH2:30][CH2:29]2)[CH:23]=1)=[O:20].